Dataset: TCR-epitope binding with 47,182 pairs between 192 epitopes and 23,139 TCRs. Task: Binary Classification. Given a T-cell receptor sequence (or CDR3 region) and an epitope sequence, predict whether binding occurs between them. (1) Result: 1 (the TCR binds to the epitope). The epitope is NLVPMVATV. The TCR CDR3 sequence is CASSTRDSLLETQYF. (2) The epitope is KPLEFGATSAAL. The TCR CDR3 sequence is CASSLAGSTDTQYF. Result: 0 (the TCR does not bind to the epitope).